Dataset: Catalyst prediction with 721,799 reactions and 888 catalyst types from USPTO. Task: Predict which catalyst facilitates the given reaction. (1) Reactant: [CH3:1][N:2]([CH3:39])[C:3]([C:5]1[CH:10]=[C:9]([C:11]2[CH:12]=[C:13]3[C:19]([C:20]4[CH:25]=[CH:24][CH:23]=[CH:22][C:21]=4[O:26][CH3:27])=[CH:18][N:17](S(C4C=CC(C)=CC=4)(=O)=O)[C:14]3=[N:15][CH:16]=2)[N:8]=[N:7][C:6]=1[NH2:38])=[O:4].CN(C)C=O.[OH-].[K+]. Product: [CH3:39][N:2]([CH3:1])[C:3]([C:5]1[CH:10]=[C:9]([C:11]2[CH:12]=[C:13]3[C:19]([C:20]4[CH:25]=[CH:24][CH:23]=[CH:22][C:21]=4[O:26][CH3:27])=[CH:18][NH:17][C:14]3=[N:15][CH:16]=2)[N:8]=[N:7][C:6]=1[NH2:38])=[O:4]. The catalyst class is: 5. (2) Reactant: [F:1][C:2]1[C:7]2[N:8]=[C:9]([C:11]3[CH:12]=[C:13]([C:20]4[C:21]([N:40]([CH3:45])[S:41]([CH3:44])(=[O:43])=[O:42])=[CH:22][C:23]5[O:27][C:26]([C:28]6[CH:33]=[CH:32][C:31]([F:34])=[CH:30][CH:29]=6)=[C:25]([C:35]([NH:37][CH3:38])=[O:36])[C:24]=5[CH:39]=4)[CH:14]=[CH:15][C:16]=3[N+:17]([O-])=O)[O:10][C:6]=2[CH:5]=[CH:4][CH:3]=1.[NH4+].[Cl-]. Product: [NH2:17][C:16]1[CH:15]=[CH:14][C:13]([C:20]2[C:21]([N:40]([CH3:45])[S:41]([CH3:44])(=[O:42])=[O:43])=[CH:22][C:23]3[O:27][C:26]([C:28]4[CH:33]=[CH:32][C:31]([F:34])=[CH:30][CH:29]=4)=[C:25]([C:35]([NH:37][CH3:38])=[O:36])[C:24]=3[CH:39]=2)=[CH:12][C:11]=1[C:9]1[O:10][C:6]2[CH:5]=[CH:4][CH:3]=[C:2]([F:1])[C:7]=2[N:8]=1. The catalyst class is: 415. (3) Reactant: C(OC([NH:8][C@H:9]1[CH2:14][CH2:13][C@H:12]([N:15]([CH2:38][CH3:39])[C:16]2[C:17]([CH3:37])=[C:18]([C:33]([O:35][CH3:36])=[O:34])[CH:19]=[C:20]([C:22]3[CH:27]=[CH:26][C:25]([O:28][CH2:29][CH2:30][O:31][CH3:32])=[CH:24][CH:23]=3)[CH:21]=2)[CH2:11][CH2:10]1)=O)(C)(C)C.C(O)(C(F)(F)F)=O. Product: [NH2:8][C@H:9]1[CH2:14][CH2:13][C@H:12]([N:15]([CH2:38][CH3:39])[C:16]2[C:17]([CH3:37])=[C:18]([C:33]([O:35][CH3:36])=[O:34])[CH:19]=[C:20]([C:22]3[CH:27]=[CH:26][C:25]([O:28][CH2:29][CH2:30][O:31][CH3:32])=[CH:24][CH:23]=3)[CH:21]=2)[CH2:11][CH2:10]1. The catalyst class is: 2.